This data is from Reaction yield outcomes from USPTO patents with 853,638 reactions. The task is: Predict the reaction yield, written as a fraction of the theoretical maximum amount of product (1.0 means a 100% yield; for example, 0.34 means a 34% yield). The reactants are [C:1]1([C:7]2[C:15]3[C:10](=[CH:11][CH:12]=[C:13]([NH:16][C:17]([C:19]4[CH:28]=[CH:27][C:22]([C:23]([O:25]C)=[O:24])=[CH:21][CH:20]=4)=[O:18])[CH:14]=3)[NH:9][N:8]=2)[CH:6]=[CH:5][CH:4]=[CH:3][CH:2]=1.[OH-].[Li+].Cl. The catalyst is O1CCCC1.O. The product is [C:1]1([C:7]2[C:15]3[C:10](=[CH:11][CH:12]=[C:13]([NH:16][C:17]([C:19]4[CH:20]=[CH:21][C:22]([C:23]([OH:25])=[O:24])=[CH:27][CH:28]=4)=[O:18])[CH:14]=3)[NH:9][N:8]=2)[CH:6]=[CH:5][CH:4]=[CH:3][CH:2]=1. The yield is 0.700.